Dataset: Peptide-MHC class I binding affinity with 185,985 pairs from IEDB/IMGT. Task: Regression. Given a peptide amino acid sequence and an MHC pseudo amino acid sequence, predict their binding affinity value. This is MHC class I binding data. (1) The peptide sequence is QYLDAYNMM. The MHC is HLA-A30:02 with pseudo-sequence HLA-A30:02. The binding affinity (normalized) is 0. (2) The peptide sequence is NARMATMLEY. The MHC is HLA-A68:01 with pseudo-sequence HLA-A68:01. The binding affinity (normalized) is 0.434. (3) The peptide sequence is ITAVNRYFK. The MHC is HLA-A29:02 with pseudo-sequence HLA-A29:02. The binding affinity (normalized) is 0.387.